Dataset: Catalyst prediction with 721,799 reactions and 888 catalyst types from USPTO. Task: Predict which catalyst facilitates the given reaction. (1) Reactant: [Br:1][C:2]1[CH:3]=[C:4]([N:9]2[CH2:14][CH2:13][O:12][CH2:11][CH2:10]2)[C:5](=[O:8])[NH:6][CH:7]=1.[H-].[Na+].[C:17]([O:21][C:22](=[O:27])[NH:23][CH2:24][CH2:25]Br)([CH3:20])([CH3:19])[CH3:18]. Product: [C:17]([O:21][C:22](=[O:27])[NH:23][CH2:24][CH2:25][N:6]1[CH:7]=[C:2]([Br:1])[CH:3]=[C:4]([N:9]2[CH2:14][CH2:13][O:12][CH2:11][CH2:10]2)[C:5]1=[O:8])([CH3:20])([CH3:19])[CH3:18]. The catalyst class is: 18. (2) Reactant: [CH:1]1([C:7]2[C:15]3[C:10](=[CH:11][C:12]([C:16]([O:18][CH3:19])=[O:17])=[CH:13][CH:14]=3)[NH:9][C:8]=2[C:20]2[CH:25]=[CH:24][CH:23]=[CH:22][C:21]=2[OH:26])[CH2:6][CH2:5][CH2:4][CH2:3][CH2:2]1.[F-].[Cs+].[N+](C1C=C(S(O[CH2:42][C@H:43]2[O:45][CH2:44]2)(=O)=O)C=CC=1)([O-])=O. Product: [CH:1]1([C:7]2[C:15]3[C:10](=[CH:11][C:12]([C:16]([O:18][CH3:19])=[O:17])=[CH:13][CH:14]=3)[NH:9][C:8]=2[C:20]2[CH:25]=[CH:24][CH:23]=[CH:22][C:21]=2[O:26][CH2:42][C@@H:43]2[CH2:44][O:45]2)[CH2:6][CH2:5][CH2:4][CH2:3][CH2:2]1. The catalyst class is: 31. (3) Reactant: [Cl:1][C:2]1[CH:3]=[C:4]2[C:9](=[CH:10][C:11]=1[O:12][CH2:13][CH2:14][CH2:15][OH:16])[O:8][C:7]([CH3:18])([CH3:17])[CH:6]=[C:5]2[C:19]([F:22])([F:21])[F:20].O[C:24]1[CH:38]=[CH:37][C:27]([O:28][C@@:29]([CH3:36])([CH2:34][CH3:35])[C:30]([O:32][CH3:33])=[O:31])=[CH:26][CH:25]=1.C1(P(C2C=CC=CC=2)C2C=CC=CC=2)C=CC=CC=1.N(C(OCC)=O)=NC(OCC)=O. Product: [Cl:1][C:2]1[CH:3]=[C:4]2[C:9](=[CH:10][C:11]=1[O:12][CH2:13][CH2:14][CH2:15][O:16][C:24]1[CH:38]=[CH:37][C:27]([O:28][C@@:29]([CH3:36])([CH2:34][CH3:35])[C:30]([O:32][CH3:33])=[O:31])=[CH:26][CH:25]=1)[O:8][C:7]([CH3:18])([CH3:17])[CH:6]=[C:5]2[C:19]([F:20])([F:22])[F:21]. The catalyst class is: 1. (4) Reactant: [C:1]([O:5][C:6](=[O:33])[N:7]([C@@H:21]([C:23]1[C:32]2[C:27](=[CH:28][CH:29]=[CH:30][CH:31]=2)[CH:26]=[CH:25][CH:24]=1)[CH3:22])[CH2:8][CH:9]1[CH:14]([C:15]2[CH:20]=[CH:19][CH:18]=[CH:17][CH:16]=2)[CH2:13][CH2:12][NH:11][CH2:10]1)([CH3:4])([CH3:3])[CH3:2].[F:34][C:35]1[CH:36]=[C:37]([CH:40]=[C:41]([F:44])[C:42]=1F)[C:38]#[N:39].C(=O)([O-])[O-].[K+].[K+].O. Product: [C:38]([C:37]1[CH:36]=[C:35]([F:34])[C:42]([N:11]2[CH2:12][CH2:13][CH:14]([C:15]3[CH:16]=[CH:17][CH:18]=[CH:19][CH:20]=3)[CH:9]([CH2:8][N:7]([C@@H:21]([C:23]3[C:32]4[C:27](=[CH:28][CH:29]=[CH:30][CH:31]=4)[CH:26]=[CH:25][CH:24]=3)[CH3:22])[C:6](=[O:33])[O:5][C:1]([CH3:2])([CH3:3])[CH3:4])[CH2:10]2)=[C:41]([F:44])[CH:40]=1)#[N:39]. The catalyst class is: 16. (5) Reactant: [Cl:1][C:2]1[CH:3]=[C:4]([C:9]2[CH:10]=[C:11]([C:21]3[O:22]C(=O)[CH:24]([C:26](=[O:31])[C:27]([F:30])([F:29])[F:28])[N:25]=3)[CH:12]=[N:13][C:14]=2[O:15][CH2:16][C:17]([F:20])([F:19])[F:18])[CH:5]=[CH:6][C:7]=1[Cl:8]. Product: [Cl:1][C:2]1[CH:3]=[C:4]([C:9]2[C:14]([O:15][CH2:16][C:17]([F:19])([F:20])[F:18])=[N:13][CH:12]=[C:11]([CH:10]=2)[C:21]([NH:25][CH2:24][C:26](=[O:31])[C:27]([F:29])([F:30])[F:28])=[O:22])[CH:5]=[CH:6][C:7]=1[Cl:8]. The catalyst class is: 127. (6) Reactant: [C:1]([O:5][C:6](=[O:23])[NH:7][C:8]1[S:9][CH:10]=[CH:11][C@:12]([C:15]2[CH:20]=[CH:19][CH:18]=[C:17]([F:21])[C:16]=2[F:22])([CH3:14])[N:13]=1)([CH3:4])([CH3:3])[CH3:2].C[Si]([N-][Si](C)(C)C)(C)C.[Li+].[CH3:34][Si:35]([CH3:42])([CH3:41])[CH2:36][CH2:37][O:38][CH2:39]Cl. Product: [C:1]([O:5][C:6](=[O:23])[N:7]([C:8]1[S:9][CH:10]=[CH:11][C@:12]([C:15]2[CH:20]=[CH:19][CH:18]=[C:17]([F:21])[C:16]=2[F:22])([CH3:14])[N:13]=1)[CH2:39][O:38][CH2:37][CH2:36][Si:35]([CH3:42])([CH3:41])[CH3:34])([CH3:2])([CH3:3])[CH3:4]. The catalyst class is: 1.